This data is from Full USPTO retrosynthesis dataset with 1.9M reactions from patents (1976-2016). The task is: Predict the reactants needed to synthesize the given product. Given the product [Cl:10][C:11]1[CH:16]=[CH:15][C:14]([NH:17][C:18]([NH:1][C:2]2[CH:9]=[CH:8][CH:7]=[C:4]([CH:5]=[O:6])[CH:3]=2)=[O:19])=[CH:13][CH:12]=1, predict the reactants needed to synthesize it. The reactants are: [NH2:1][C:2]1[CH:3]=[C:4]([CH:7]=[CH:8][CH:9]=1)[CH:5]=[O:6].[Cl:10][C:11]1[CH:16]=[CH:15][C:14]([N:17]=[C:18]=[O:19])=[CH:13][CH:12]=1.